Dataset: Catalyst prediction with 721,799 reactions and 888 catalyst types from USPTO. Task: Predict which catalyst facilitates the given reaction. (1) Reactant: Cl.[Br:2][C:3]1[CH:8]=[C:7]([C:9]([F:12])([F:11])[F:10])[CH:6]=[CH:5][C:4]=1[C:13]1[CH:22]=[CH:21][CH:20]=[C:19]2[C:14]=1[CH2:15][CH2:16][NH:17][CH2:18]2.[F:23][C:24]1[S:28][C:27]([NH:29][S:30](N2C=CN=C2)(=[O:32])=[O:31])=[N:26][CH:25]=1.C(N(CC)CC)C. Product: [Br:2][C:3]1[CH:8]=[C:7]([C:9]([F:12])([F:11])[F:10])[CH:6]=[CH:5][C:4]=1[C:13]1[CH:22]=[CH:21][CH:20]=[C:19]2[C:14]=1[CH2:15][CH2:16][N:17]([S:30]([NH:29][C:27]1[S:28][C:24]([F:23])=[CH:25][N:26]=1)(=[O:32])=[O:31])[CH2:18]2. The catalyst class is: 49. (2) Reactant: [F:1][C:2]1[CH:3]=[CH:4][C:5]([C:8]2[N:12]=[N:11][N:10]([CH3:13])[C:9]=2[CH2:14][OH:15])=[N:6][CH:7]=1.[CH2:16]([O:18][C:19]([C:21]1[CH:26]=[CH:25][C:24](O)=[CH:23][N:22]=1)=[O:20])[CH3:17].C1(P(C2C=CC=CC=2)C2C=CC=CC=2)C=CC=CC=1.N(C(OCC)=O)=NC(OCC)=O. Product: [CH2:16]([O:18][C:19]([C:21]1[CH:26]=[CH:25][C:24]([O:15][CH2:14][C:9]2[N:10]([CH3:13])[N:11]=[N:12][C:8]=2[C:5]2[CH:4]=[CH:3][C:2]([F:1])=[CH:7][N:6]=2)=[CH:23][N:22]=1)=[O:20])[CH3:17]. The catalyst class is: 1. (3) The catalyst class is: 3. Product: [CH:28]1([O:16][CH:15]([C:17]2[CH:18]=[CH:19][N:20]=[CH:21][CH:22]=2)[CH2:14][N:6]2[C:7]3[CH:8]=[CH:9][C:10]([CH3:13])=[CH:11][C:12]=3[C:4]3[CH2:3][N:2]([CH3:1])[CH2:24][CH2:23][C:5]2=3)[CH2:32][CH2:31][CH2:30][CH2:29]1. Reactant: [CH3:1][N:2]1[CH2:24][CH2:23][C:5]2[N:6]([CH2:14][CH:15]([C:17]3[CH:22]=[CH:21][N:20]=[CH:19][CH:18]=3)[OH:16])[C:7]3[CH:8]=[CH:9][C:10]([CH3:13])=[CH:11][C:12]=3[C:4]=2[CH2:3]1.[H-].[Na+].Br[CH:28]1[CH2:32][CH2:31][CH2:30][CH2:29]1. (4) Reactant: [C:1]1([C:7]2[CH:8]=[CH:9][CH:10]=[C:11]3[C:16]=2[CH:15]=[C:14](OS(C(F)(F)F)(=O)=O)[CH:13]=[CH:12]3)[CH:6]=[CH:5][CH:4]=[CH:3][CH:2]=1.C(=O)(OC(C)(C)C)[NH2:26].C(=O)([O-])[O-].[Cs+].[Cs+]. Product: [C:1]1([C:7]2[CH:8]=[CH:9][CH:10]=[C:11]3[C:16]=2[CH:15]=[C:14]([NH2:26])[CH:13]=[CH:12]3)[CH:6]=[CH:5][CH:4]=[CH:3][CH:2]=1. The catalyst class is: 187.